Dataset: Forward reaction prediction with 1.9M reactions from USPTO patents (1976-2016). Task: Predict the product of the given reaction. (1) Given the reactants [CH3:1][O:2][C:3]1[CH:4]=[C:5]([C:12]([O:14][CH3:15])=[O:13])[CH:6]=[N:7][C:8]=1[N+:9]([O-])=O.C(O)(=O)C, predict the reaction product. The product is: [NH2:9][C:8]1[N:7]=[CH:6][C:5]([C:12]([O:14][CH3:15])=[O:13])=[CH:4][C:3]=1[O:2][CH3:1]. (2) Given the reactants [C:1]1([C:7]2[CH2:11][C:10](=[O:12])[NH:9][N:8]=2)[CH:6]=[CH:5][CH:4]=[CH:3][CH:2]=1.[N+:13]1([O-])[C:22]2[C:17](=[CH:18][CH:19]=[CH:20][CH:21]=2)[CH:16]=[CH:15][CH:14]=1, predict the reaction product. The product is: [C:1]1([C:7]2=[N:8][NH:9][C:10](=[O:12])/[C:11]/2=[C:14]2\[NH:13][C:22]3[C:17]([CH:16]=[CH:15]\2)=[CH:18][CH:19]=[CH:20][CH:21]=3)[CH:2]=[CH:3][CH:4]=[CH:5][CH:6]=1. (3) Given the reactants [N:1]1([C:6]2[CH:22]=[CH:21][C:9]([CH2:10][N:11]3[C:19]4[C:14](=[N:15][C:16]([CH3:20])=[CH:17][CH:18]=4)[CH:13]=[CH:12]3)=[CH:8][CH:7]=2)[CH:5]=[CH:4][CH:3]=[N:2]1.[Br:23]Br.C([O-])(O)=O.[Na+].[O-]S([O-])(=S)=O.[Na+].[Na+], predict the reaction product. The product is: [N:1]1([C:6]2[CH:22]=[CH:21][C:9]([CH2:10][N:11]3[C:19]4[C:14](=[N:15][C:16]([CH3:20])=[CH:17][CH:18]=4)[C:13]([Br:23])=[CH:12]3)=[CH:8][CH:7]=2)[CH:5]=[CH:4][CH:3]=[N:2]1. (4) Given the reactants [C:1]([O:5][C:6](=[O:9])[NH:7][NH2:8])([CH3:4])([CH3:3])[CH3:2].[O-]S([O-])(=O)=O.[Mg+2].C(O)(=O)C.[CH3:20][C:21]([CH3:23])=O, predict the reaction product. The product is: [C:1]([O:5][C:6]([NH:7][N:8]=[C:21]([CH3:23])[CH3:20])=[O:9])([CH3:4])([CH3:3])[CH3:2]. (5) Given the reactants [Br:1][C:2]1[CH:3]=[C:4]([CH:11]=[CH:12][CH:13]=1)[O:5][CH2:6][CH2:7][C:8]([OH:10])=O.[N:14]1([C:20]2[CH:27]=[CH:26][CH:25]=[C:24]([C:28]([F:31])([F:30])[F:29])[C:21]=2[C:22]#[N:23])[CH2:19][CH2:18][NH:17][CH2:16][CH2:15]1.ClC1C(Cl)=CC=CC=1N1CCN(C(=O)CCOC2C=CC=CC=2)CC1, predict the reaction product. The product is: [Br:1][C:2]1[CH:3]=[C:4]([O:5][CH2:6][CH2:7][C:8]([N:17]2[CH2:16][CH2:15][N:14]([C:20]3[CH:27]=[CH:26][CH:25]=[C:24]([C:28]([F:30])([F:29])[F:31])[C:21]=3[C:22]#[N:23])[CH2:19][CH2:18]2)=[O:10])[CH:11]=[CH:12][CH:13]=1.